Dataset: Catalyst prediction with 721,799 reactions and 888 catalyst types from USPTO. Task: Predict which catalyst facilitates the given reaction. (1) Reactant: [Cl:1][C:2]1[CH:17]=[CH:16][C:5]([O:6][C:7]2[CH:15]=[CH:14][C:10]([CH:11]=[N:12]O)=[CH:9][CH:8]=2)=[CH:4][CH:3]=1. Product: [Cl:1][C:2]1[CH:17]=[CH:16][C:5]([O:6][C:7]2[CH:15]=[CH:14][C:10]([CH2:11][NH2:12])=[CH:9][CH:8]=2)=[CH:4][CH:3]=1. The catalyst class is: 183. (2) Reactant: [N:1]1[N:2]([C:6]2[CH:7]=[C:8]([NH:12][C:13]3[C:18]([C:19]([NH2:21])=[O:20])=[CH:17][N:16]=[C:15]([NH:22][C@H:23]4[CH2:28][CH2:27][CH2:26][CH2:25][C@H:24]4[NH2:29])[N:14]=3)[CH:9]=[CH:10][CH:11]=2)[N:3]=[CH:4][CH:5]=1.[N:30]1[N:31]([C:35]2[CH:36]=[C:37]([NH:41][C:42]3[C:47]([C:48]([NH2:50])=[O:49])=[CH:46][N:45]=[C:44]([NH:51][C@@H:52]4[CH2:57][CH2:56][CH2:55][CH2:54][C@@H:53]4[NH2:58])[N:43]=3)[CH:38]=[CH:39][CH:40]=2)[N:32]=[CH:33][CH:34]=1.CCN(C(C)C)C(C)C.Br[CH2:69][CH2:70][O:71][Si:72]([C:75]([CH3:78])([CH3:77])[CH3:76])([CH3:74])[CH3:73]. Product: [N:1]1[N:2]([C:6]2[CH:7]=[C:8]([NH:12][C:13]3[C:18]([C:19]([NH2:21])=[O:20])=[CH:17][N:16]=[C:15]([NH:22][C@@H:23]4[CH2:28][CH2:27][CH2:26][CH2:25][C@@H:24]4[NH2:29])[N:14]=3)[CH:9]=[CH:10][CH:11]=2)[N:3]=[CH:4][CH:5]=1.[N:30]1[N:31]([C:35]2[CH:36]=[C:37]([NH:41][C:42]3[C:47]([C:48]([NH2:50])=[O:49])=[CH:46][N:45]=[C:44]([NH:51][C@@H:52]4[CH2:57][CH2:56][CH2:55][CH2:54][C@@H:53]4[NH:58][CH2:69][CH2:70][O:71][Si:72]([C:75]([CH3:78])([CH3:77])[CH3:76])([CH3:74])[CH3:73])[N:43]=3)[CH:38]=[CH:39][CH:40]=2)[N:32]=[CH:33][CH:34]=1. The catalyst class is: 296. (3) Reactant: Cl.[CH3:2][C:3]1([CH3:19])[C:11]2[C:6](=[N:7][CH:8]=[CH:9][N:10]=2)[N:5]([CH:12]2[CH2:17][CH2:16][NH:15][CH2:14][CH2:13]2)[C:4]1=[O:18].C(=O)([O-])[O-].[K+].[K+].Cl[C:27]1[S:28][C:29]2[CH:35]=[CH:34][CH:33]=[CH:32][C:30]=2[N:31]=1.O. Product: [S:28]1[C:29]2[CH:35]=[CH:34][CH:33]=[CH:32][C:30]=2[N:31]=[C:27]1[N:15]1[CH2:16][CH2:17][CH:12]([N:5]2[C:6]3=[N:7][CH:8]=[CH:9][N:10]=[C:11]3[C:3]([CH3:19])([CH3:2])[C:4]2=[O:18])[CH2:13][CH2:14]1. The catalyst class is: 16. (4) Reactant: [CH:1]1([NH:4][C:5](=[O:35])[C:6]2[CH:11]=[CH:10][C:9]([CH3:12])=[C:8]([N:13]3[CH:18]=[CH:17][N:16]=[C:15]([NH:19][C:20]([CH3:33])([C:22]4[CH:27]=[CH:26][CH:25]=[CH:24][C:23]=4[O:28][CH2:29][CH2:30][NH:31][CH3:32])[CH3:21])[C:14]3=[O:34])[CH:7]=2)[CH2:3][CH2:2]1.[ClH:36]. Product: [ClH:36].[CH:1]1([NH:4][C:5](=[O:35])[C:6]2[CH:11]=[CH:10][C:9]([CH3:12])=[C:8]([N:13]3[CH:18]=[CH:17][N:16]=[C:15]([NH:19][C:20]([CH3:33])([C:22]4[CH:27]=[CH:26][CH:25]=[CH:24][C:23]=4[O:28][CH2:29][CH2:30][NH:31][CH3:32])[CH3:21])[C:14]3=[O:34])[CH:7]=2)[CH2:3][CH2:2]1. The catalyst class is: 71.